This data is from NCI-60 drug combinations with 297,098 pairs across 59 cell lines. The task is: Regression. Given two drug SMILES strings and cell line genomic features, predict the synergy score measuring deviation from expected non-interaction effect. Cell line: SF-295. Drug 2: C1=CC=C(C(=C1)C(C2=CC=C(C=C2)Cl)C(Cl)Cl)Cl. Synergy scores: CSS=7.76, Synergy_ZIP=0.198, Synergy_Bliss=5.92, Synergy_Loewe=-0.808, Synergy_HSA=2.68. Drug 1: CS(=O)(=O)CCNCC1=CC=C(O1)C2=CC3=C(C=C2)N=CN=C3NC4=CC(=C(C=C4)OCC5=CC(=CC=C5)F)Cl.